From a dataset of Reaction yield outcomes from USPTO patents with 853,638 reactions. Predict the reaction yield, written as a fraction of the theoretical maximum amount of product (1.0 means a 100% yield; for example, 0.34 means a 34% yield). (1) The reactants are [F:1][CH:2]([F:23])[O:3][C:4]1[C:5]([OH:22])=[C:6]([C:12]2[CH:20]=[CH:19][CH:18]=[C:17]3[C:13]=2[CH2:14][CH2:15][C:16]3=[O:21])[CH:7]=[CH:8][C:9]=1[O:10][CH3:11].C(=O)([O-])[O-].[K+].[K+].Br[CH2:31][C:32]1([CH2:36][OH:37])[CH2:35][O:34][CH2:33]1. The catalyst is C(#N)C. The product is [F:1][CH:2]([F:23])[O:3][C:4]1[C:5]([O:22][CH2:31][C:32]2([CH2:36][OH:37])[CH2:35][O:34][CH2:33]2)=[C:6]([C:12]2[CH:20]=[CH:19][CH:18]=[C:17]3[C:13]=2[CH2:14][CH2:15][C:16]3=[O:21])[CH:7]=[CH:8][C:9]=1[O:10][CH3:11]. The yield is 0.190. (2) The reactants are [N+:1]([C:4]1[CH:8]=[C:7]([C:9](O)=[O:10])[NH:6][N:5]=1)([O-:3])=[O:2]. The catalyst is C1COCC1. The product is [N+:1]([C:4]1[CH:8]=[C:7]([CH2:9][OH:10])[NH:6][N:5]=1)([O-:3])=[O:2]. The yield is 0.940.